This data is from Full USPTO retrosynthesis dataset with 1.9M reactions from patents (1976-2016). The task is: Predict the reactants needed to synthesize the given product. (1) Given the product [C:20]([C:19]1[CH:22]=[CH:23][C:16]([NH:15][C:12]([C:3]2[CH:4]=[CH:5][C:6]3[C:11](=[CH:10][CH:9]=[CH:8][CH:7]=3)[C:2]=2[OH:1])=[O:14])=[C:17]([O:24][C:25]([F:26])([F:27])[F:28])[CH:18]=1)#[N:21], predict the reactants needed to synthesize it. The reactants are: [OH:1][C:2]1[C:11]2[C:6](=[CH:7][CH:8]=[CH:9][CH:10]=2)[CH:5]=[CH:4][C:3]=1[C:12]([OH:14])=O.[NH2:15][C:16]1[CH:23]=[CH:22][C:19]([C:20]#[N:21])=[CH:18][C:17]=1[O:24][C:25]([F:28])([F:27])[F:26]. (2) Given the product [C:23]([O:27][C:28]([NH:30][C:31]1[S:35][C:34]([C:36]2[C:41]([F:42])=[CH:40][CH:39]=[CH:38][C:37]=2[F:43])=[N:33][C:32]=1[C:44]([NH:46][C:47]1[C:48]([N:57]2[CH2:62][CH2:61][CH2:60][C@H:59]([NH:63][C:64](=[O:70])[O:65][C:11]([CH3:12])([CH3:10])[CH3:6])[CH2:58]2)=[C:49]2[CH2:55][CH2:54][C:53](=[O:56])[C:50]2=[N:51][CH:52]=1)=[O:45])=[O:29])([CH3:26])([CH3:24])[CH3:25], predict the reactants needed to synthesize it. The reactants are: CC(OI1(OC(C)=O)(OC(C)=O)O[C:12](=O)[C:11]2[CH:10]=CC=C[C:6]1=2)=O.[C:23]([O:27][C:28]([NH:30][C:31]1[S:35][C:34]([C:36]2[C:41]([F:42])=[CH:40][CH:39]=[CH:38][C:37]=2[F:43])=[N:33][C:32]=1[C:44]([NH:46][C:47]1[C:48]([N:57]2[CH2:62][CH2:61][CH2:60][C@H:59]([NH:63][C:64](=[O:70])[O:65]CCCC)[CH2:58]2)=[C:49]2[CH2:55][CH2:54][CH:53]([OH:56])[C:50]2=[N:51][CH:52]=1)=[O:45])=[O:29])([CH3:26])([CH3:25])[CH3:24].[OH-].[Na+]. (3) Given the product [OH:35][CH2:34][C:31]1[CH:32]=[CH:33][C:28]([C:2]2[S:6][C:5]([C:7]([O:9][CH3:10])=[O:8])=[C:4]([NH:11][CH2:12][C:13]3[CH:18]=[CH:17][C:16]([CH3:19])=[CH:15][CH:14]=3)[CH:3]=2)=[CH:29][CH:30]=1, predict the reactants needed to synthesize it. The reactants are: Br[C:2]1[S:6][C:5]([C:7]([O:9][CH3:10])=[O:8])=[C:4]([NH:11][CH2:12][C:13]2[CH:18]=[CH:17][C:16]([CH3:19])=[CH:15][CH:14]=2)[CH:3]=1.CC1(C)C(C)(C)OB([C:28]2[CH:33]=[CH:32][C:31]([CH2:34][OH:35])=[CH:30][CH:29]=2)O1.C([O-])([O-])=O.[Na+].[Na+]. (4) Given the product [CH3:15][O:14][CH2:11][CH2:10][CH2:9][N:43]1[C:42]2[CH:53]=[C:38]([CH2:37][O:1][CH:2]3[CH:7]([C:8]4[CH:13]=[CH:12][C:11]([O:14][CH2:15][CH2:16][CH2:17][O:18][C:19]5[CH:24]=[CH:23][CH:22]=[C:21]([C:25]([F:26])([F:28])[F:27])[CH:20]=5)=[CH:10][CH:9]=4)[CH2:6][CH2:5][N:4]([C:29]([O:31][C:32]([CH3:35])([CH3:34])[CH3:33])=[O:30])[CH2:3]3)[CH:39]=[CH:40][C:41]=2[O:46][CH2:45][C:44]1=[O:52], predict the reactants needed to synthesize it. The reactants are: [OH:1][CH:2]1[CH:7]([C:8]2[CH:13]=[CH:12][C:11]([O:14][CH2:15][CH2:16][CH2:17][O:18][C:19]3[CH:24]=[CH:23][CH:22]=[C:21]([C:25]([F:28])([F:27])[F:26])[CH:20]=3)=[CH:10][CH:9]=2)[CH2:6][CH2:5][N:4]([C:29]([O:31][C:32]([CH3:35])([CH3:34])[CH3:33])=[O:30])[CH2:3]1.Cl[CH2:37][C:38]1[CH:39]=[CH:40][C:41]2[O:46][CH:45](CCCOC)[C:44](=[O:52])[NH:43][C:42]=2[CH:53]=1. (5) Given the product [CH3:18][S:2][C:3]1[S:4][C:5]2[C:6]([N:16]=1)=[N:7][CH:8]=[C:9]([C:11]([O:13][CH2:14][CH3:15])=[O:12])[CH:10]=2, predict the reactants needed to synthesize it. The reactants are: [K].[SH:2][C:3]1[S:4][C:5]2[C:6]([N:16]=1)=[N:7][CH:8]=[C:9]([C:11]([O:13][CH2:14][CH3:15])=[O:12])[CH:10]=2.I[CH3:18]. (6) Given the product [CH2:1]([N:3]1[C:12]2[C:7](=[CH:8][C:9]([F:19])=[C:10]([N:13]3[CH2:18][CH2:17][N:16]([CH2:30][CH:29]([OH:31])[CH2:28][O:27][S:24]([C:32]4[CH:38]=[CH:37][C:35]([CH3:36])=[CH:34][CH:33]=4)(=[O:26])=[O:25])[CH2:15][CH2:14]3)[CH:11]=2)[C:6](=[O:20])[C:5]([C:21]([OH:23])=[O:22])=[CH:4]1)[CH3:2], predict the reactants needed to synthesize it. The reactants are: [CH2:1]([N:3]1[C:12]2[C:7](=[CH:8][C:9]([F:19])=[C:10]([N:13]3[CH2:18][CH2:17][NH:16][CH2:15][CH2:14]3)[CH:11]=2)[C:6](=[O:20])[C:5]([C:21]([OH:23])=[O:22])=[CH:4]1)[CH3:2].[S:24]([C:32]1[CH:38]=[CH:37][C:35]([CH3:36])=[CH:34][CH:33]=1)([O:27][CH2:28][CH:29]1[O:31][CH2:30]1)(=[O:26])=[O:25]. (7) Given the product [CH3:16][C:3]1([CH3:17])[C:2](=[O:1])[CH2:7][CH2:6][C@@H:5]([NH:8][C:9](=[O:15])[O:10][C:11]([CH3:14])([CH3:13])[CH3:12])[CH2:4]1, predict the reactants needed to synthesize it. The reactants are: [OH:1][C@H:2]1[CH2:7][CH2:6][C@@H:5]([NH:8][C:9](=[O:15])[O:10][C:11]([CH3:14])([CH3:13])[CH3:12])[CH2:4][C:3]1([CH3:17])[CH3:16].CC(OI1(OC(C)=O)(OC(C)=O)OC(=O)C2C=CC=CC1=2)=O. (8) Given the product [CH3:20][O:19][C:16]1[CH:17]=[CH:18][C:13]([O:12][C:8]2[CH:9]=[C:10]([CH3:11])[C:5]([C:3]3[N:22]=[C:23]([NH2:25])[S:24][CH:2]=3)=[C:6]([CH3:21])[CH:7]=2)=[N:14][CH:15]=1, predict the reactants needed to synthesize it. The reactants are: Br[CH2:2][C:3]([C:5]1[C:10]([CH3:11])=[CH:9][C:8]([O:12][C:13]2[CH:18]=[CH:17][C:16]([O:19][CH3:20])=[CH:15][N:14]=2)=[CH:7][C:6]=1[CH3:21])=O.[NH2:22][C:23]([NH2:25])=[S:24].